The task is: Predict which catalyst facilitates the given reaction.. This data is from Catalyst prediction with 721,799 reactions and 888 catalyst types from USPTO. (1) The catalyst class is: 63. Product: [NH2:1][C:2]1[C:11]2[N:12]=[C:13]([CH2:22][CH3:23])[N:14]([CH2:15][CH:16]3[CH2:17][CH2:18][O:19][CH2:20][CH2:21]3)[C:10]=2[C:9]2[CH:8]=[CH:7][C:6]([CH2:24][CH2:25][C:26]([O:28][CH2:29][CH3:30])=[O:27])=[CH:5][C:4]=2[N:3]=1. Reactant: [NH2:1][C:2]1[C:11]2[N:12]=[C:13]([CH2:22][CH3:23])[N:14]([CH2:15][CH:16]3[CH2:21][CH2:20][O:19][CH2:18][CH2:17]3)[C:10]=2[C:9]2[CH:8]=[CH:7][C:6](/[CH:24]=[CH:25]/[C:26]([O:28][CH2:29][CH3:30])=[O:27])=[CH:5][C:4]=2[N:3]=1. (2) Reactant: Cl[C:2]1[N:11]=[C:10]([NH:12][CH2:13][C:14]2[CH:19]=[CH:18][C:17]([NH:20][C:21](=[O:29])[C:22]3[CH:27]=[CH:26][C:25]([CH3:28])=[N:24][CH:23]=3)=[CH:16][CH:15]=2)[C:9]2[C:4](=[CH:5][C:6]([CH3:30])=[CH:7][CH:8]=2)[N:3]=1.[CH3:31][NH:32][CH3:33]. Product: [CH3:31][N:32]([CH3:33])[C:2]1[N:11]=[C:10]([NH:12][CH2:13][C:14]2[CH:19]=[CH:18][C:17]([NH:20][C:21](=[O:29])[C:22]3[CH:27]=[CH:26][C:25]([CH3:28])=[N:24][CH:23]=3)=[CH:16][CH:15]=2)[C:9]2[C:4](=[CH:5][C:6]([CH3:30])=[CH:7][CH:8]=2)[N:3]=1. The catalyst class is: 1. (3) Reactant: [CH3:1][O:2][C:3]1[CH:4]=[C:5]([CH2:9][C:10]#[N:11])[CH:6]=[CH:7][CH:8]=1.[H-].[Na+].Cl[CH2:15][CH2:16][O:17][CH2:18][CH2:19]Cl. Product: [CH3:1][O:2][C:3]1[CH:4]=[C:5]([C:9]2([C:10]#[N:11])[CH2:19][CH2:18][O:17][CH2:16][CH2:15]2)[CH:6]=[CH:7][CH:8]=1. The catalyst class is: 3. (4) Reactant: COC1C=CC(C[N:8]([C:33]2[S:34][CH:35]=[CH:36][N:37]=2)[S:9]([C:12]2[CH:13]=[CH:14][C:15]3[N:20]([C:21]4[CH:26]=[CH:25][CH:24]=[CH:23][C:22]=4[O:27][CH2:28][CH2:29][O:30][CH3:31])[CH2:19][CH2:18][O:17][C:16]=3[CH:32]=2)(=[O:11])=[O:10])=CC=1.C(O)(C(F)(F)F)=O. Product: [CH3:31][O:30][CH2:29][CH2:28][O:27][C:22]1[CH:23]=[CH:24][CH:25]=[CH:26][C:21]=1[N:20]1[CH2:19][CH2:18][O:17][C:16]2[CH:32]=[C:12]([S:9]([NH:8][C:33]3[S:34][CH:35]=[CH:36][N:37]=3)(=[O:11])=[O:10])[CH:13]=[CH:14][C:15]1=2. The catalyst class is: 2. (5) Reactant: [C:1]([NH:4][C:5]1[S:6][C:7]([CH2:26][C:27]2[CH:35]=[CH:34][C:30](C(O)=O)=[CH:29][CH:28]=2)=[C:8]([CH2:10][CH2:11][C:12]2[CH:17]=[CH:16][C:15]([NH:18][C:19]([O:21][C:22]([CH3:25])([CH3:24])[CH3:23])=[O:20])=[CH:14][CH:13]=2)[N:9]=1)(=[O:3])[CH3:2].C([N:38]([CH2:41]C)CC)C.C1(P(N=[N+]=[N-])(C2C=CC=CC=2)=O)C=CC=CC=1.C[OH:61].[O:62]1CCOC[CH2:63]1. Product: [C:1]([NH:4][C:5]1[S:6][C:7]([CH2:26][C:27]2[CH:35]=[CH:34][C:30]([NH:38][C:41](=[O:61])[O:62][CH3:63])=[CH:29][CH:28]=2)=[C:8]([CH2:10][CH2:11][C:12]2[CH:17]=[CH:16][C:15]([NH:18][C:19]([O:21][C:22]([CH3:23])([CH3:25])[CH3:24])=[O:20])=[CH:14][CH:13]=2)[N:9]=1)(=[O:3])[CH3:2]. The catalyst class is: 11.